From a dataset of Catalyst prediction with 721,799 reactions and 888 catalyst types from USPTO. Predict which catalyst facilitates the given reaction. (1) Reactant: [CH:1]([C:3]1[CH:27]=[CH:26][C:6]([O:7][CH2:8][C:9]2[N:10]=[C:11]([N:15]3[CH2:20][CH2:19][CH:18]([C:21]([O:23][CH2:24][CH3:25])=[O:22])[CH2:17][CH2:16]3)[S:12][C:13]=2[CH3:14])=[C:5]([O:28][CH3:29])[CH:4]=1)=[O:2].C(O)C.[BH4-].[Na+].O. Product: [OH:2][CH2:1][C:3]1[CH:27]=[CH:26][C:6]([O:7][CH2:8][C:9]2[N:10]=[C:11]([N:15]3[CH2:16][CH2:17][CH:18]([C:21]([O:23][CH2:24][CH3:25])=[O:22])[CH2:19][CH2:20]3)[S:12][C:13]=2[CH3:14])=[C:5]([O:28][CH3:29])[CH:4]=1. The catalyst class is: 7. (2) Reactant: [Si:1]([O:8][C@@H:9]([C:16]#[CH:17])[CH2:10][C@@H:11]([CH:13]1[CH2:15][O:14]1)[OH:12])([C:4]([CH3:7])([CH3:6])[CH3:5])([CH3:3])[CH3:2].CCN(CC)CC.[CH3:25][C:26](OC(C)=O)=[O:27].[NH4+].[Cl-]. Product: [C:26]([O:12][C@H:11]([CH:13]1[CH2:15][O:14]1)[CH2:10][C@@H:9]([O:8][Si:1]([C:4]([CH3:5])([CH3:6])[CH3:7])([CH3:2])[CH3:3])[C:16]#[CH:17])(=[O:27])[CH3:25]. The catalyst class is: 79. (3) Reactant: [C:1]([O:4][C@H:5]([C:48]1[CH:53]=[CH:52][C:51]([F:54])=[CH:50][CH:49]=1)[CH2:6][CH2:7][C@H:8]1[C:11](=[O:12])[N:10]([C:13]2[CH:18]=[CH:17][C:16]([CH2:19][CH2:20][CH2:21][NH:22][C:23]3[S:24][CH:25]=[CH:26][N:27]=3)=[CH:15][CH:14]=2)[C@@H:9]1[C:28]1[CH:33]=[CH:32][C:31]([CH2:34][CH2:35][C:36]2([O:44][C:45](=[O:47])[CH3:46])[CH2:41][O:40]C(C)(C)[O:38][CH2:37]2)=[CH:30][CH:29]=1)(=[O:3])[CH3:2].FC(F)(F)C(O)=O. Product: [C:45]([O:44][C:36]([CH2:37][OH:38])([CH2:41][OH:40])[CH2:35][CH2:34][C:31]1[CH:32]=[CH:33][C:28]([C@@H:9]2[C@@H:8]([CH2:7][CH2:6][C@H:5]([O:4][C:1](=[O:3])[CH3:2])[C:48]3[CH:49]=[CH:50][C:51]([F:54])=[CH:52][CH:53]=3)[C:11](=[O:12])[N:10]2[C:13]2[CH:14]=[CH:15][C:16]([CH2:19][CH2:20][CH2:21][NH:22][C:23]3[S:24][CH:25]=[CH:26][N:27]=3)=[CH:17][CH:18]=2)=[CH:29][CH:30]=1)(=[O:47])[CH3:46]. The catalyst class is: 4. (4) Reactant: CN1C=C[C:4]([NH:7][C:8](=[O:32])[C@@H:9]([N:14]2[CH2:18][C:17]([O:19][C:20]3[CH:25]=[CH:24][CH:23]=[C:22]([C:26]([OH:29])([CH3:28])[CH3:27])[C:21]=3[F:30])=[CH:16][C:15]2=[O:31])[CH2:10][CH:11]([CH3:13])[CH3:12])=[N:3]1.N[C:34]1[CH:39]=NC=[CH:36][N:35]=1.C(N1C=CN=C1)(N1C=CN=C1)=O. Product: [N:3]1[CH:39]=[CH:34][N:35]=[CH:36][C:4]=1[NH:7][C:8](=[O:32])[C@@H:9]([N:14]1[CH2:18][C:17]([O:19][C:20]2[CH:25]=[CH:24][CH:23]=[C:22]([C:26]([OH:29])([CH3:28])[CH3:27])[C:21]=2[F:30])=[CH:16][C:15]1=[O:31])[CH2:10][CH:11]([CH3:13])[CH3:12]. The catalyst class is: 9. (5) Reactant: [CH3:1][C:2]1[N:7]=[CH:6][C:5]([CH2:8][C:9]([OH:11])=O)=[CH:4][CH:3]=1.CN(C(ON1N=NC2C=CC=NC1=2)=[N+](C)C)C.F[P-](F)(F)(F)(F)F.C(N(C(C)C)C(C)C)C.[O:45]1[CH2:50][CH2:49][O:48][CH2:47][CH:46]1[C:51]1[C:59]2[S:58][C:57]([NH2:60])=[N:56][C:55]=2[C:54]([O:61][CH3:62])=[CH:53][CH:52]=1. Product: [O:45]1[CH2:50][CH2:49][O:48][CH2:47][CH:46]1[C:51]1[C:59]2[S:58][C:57]([NH:60][C:9](=[O:11])[CH2:8][C:5]3[CH:6]=[N:7][C:2]([CH3:1])=[CH:3][CH:4]=3)=[N:56][C:55]=2[C:54]([O:61][CH3:62])=[CH:53][CH:52]=1. The catalyst class is: 396.